Dataset: Full USPTO retrosynthesis dataset with 1.9M reactions from patents (1976-2016). Task: Predict the reactants needed to synthesize the given product. (1) The reactants are: C(O)(=O)CCC(O)=O.[C:9]([N:28]1[CH2:33][CH2:32][NH:31][CH2:30][CH2:29]1)([C:22]1[CH:27]=[CH:26][CH:25]=[CH:24][CH:23]=1)([C:16]1[CH:21]=[CH:20][CH:19]=[CH:18][CH:17]=1)[C:10]1[CH:15]=[CH:14][CH:13]=[CH:12][CH:11]=1.[C:34](=[O:37])([O-])[O-:35].[K+].[K+].ClC(O[C:44]1[CH:49]=[CH:48][CH:47]=[CH:46][CH:45]=1)=O. Given the product [C:44]1([NH:28][C:34](=[O:37])[OH:35])[CH:49]=[CH:48][CH:47]=[CH:46][CH:45]=1.[C:9]([N:28]1[CH2:33][CH2:32][NH:31][CH2:30][CH2:29]1)([C:22]1[CH:23]=[CH:24][CH:25]=[CH:26][CH:27]=1)([C:16]1[CH:17]=[CH:18][CH:19]=[CH:20][CH:21]=1)[C:10]1[CH:15]=[CH:14][CH:13]=[CH:12][CH:11]=1, predict the reactants needed to synthesize it. (2) Given the product [CH2:12]1[C:13]2[C:9](=[C:8]([C:6]3[N:21]([C:22]4[CH:27]=[CH:26][C:25]([S:28]([NH2:31])(=[O:29])=[O:30])=[CH:24][CH:23]=4)[C:1]([CH3:2])=[C:4]([C:17](=[O:20])[CH2:18][CH3:19])[CH:5]=3)[CH:16]=[CH:15][CH:14]=2)[CH2:10][CH2:11]1, predict the reactants needed to synthesize it. The reactants are: [C:1]([CH:4]([C:17](=[O:20])[CH2:18][CH3:19])[CH2:5][C:6]([C:8]1[CH:16]=[CH:15][CH:14]=[C:13]2[C:9]=1[CH2:10][CH2:11][CH2:12]2)=O)(=O)[CH3:2].[NH2:21][C:22]1[CH:27]=[CH:26][C:25]([S:28]([NH2:31])(=[O:30])=[O:29])=[CH:24][CH:23]=1.N. (3) Given the product [Cl:1][CH2:2][C:3](=[O:31])[CH2:4][NH:5][C:6]([C:8]1[CH:9]=[N:10][N:11]2[CH:16]=[CH:15][C:14]([N:17]3[CH2:21][CH2:20][CH2:19][C@@H:18]3[C:22]3[C:23]([O:29][CH3:30])=[N:24][CH:25]=[C:26]([F:28])[CH:27]=3)=[N:13][C:12]=12)=[O:7], predict the reactants needed to synthesize it. The reactants are: [Cl:1][CH2:2][C@@H:3]([OH:31])[CH2:4][NH:5][C:6]([C:8]1[CH:9]=[N:10][N:11]2[CH:16]=[CH:15][C:14]([N:17]3[CH2:21][CH2:20][CH2:19][C@@H:18]3[C:22]3[C:23]([O:29][CH3:30])=[N:24][CH:25]=[C:26]([F:28])[CH:27]=3)=[N:13][C:12]=12)=[O:7].CC(OI1(OC(C)=O)(OC(C)=O)OC(=O)C2C=CC=CC1=2)=O. (4) Given the product [Br:1][C:2]1[CH:3]=[C:4]([C:8]2([C:15]3[CH:20]=[CH:19][C:18]([O:21][CH3:22])=[CH:17][CH:16]=3)[C:12]3=[N:26][CH2:23][CH2:24][N:25]3[C:10](=[S:11])[NH:9]2)[CH:5]=[CH:6][CH:7]=1, predict the reactants needed to synthesize it. The reactants are: [Br:1][C:2]1[CH:3]=[C:4]([C:8]2([C:15]3[CH:20]=[CH:19][C:18]([O:21][CH3:22])=[CH:17][CH:16]=3)[C:12](=S)[S:11][C:10](=S)[NH:9]2)[CH:5]=[CH:6][CH:7]=1.[CH2:23]([NH2:26])[CH2:24][NH2:25]. (5) Given the product [CH:10]1([C:8]2[CH:9]=[C:5]([C:3]([OH:4])=[O:2])[N:6]([CH2:33][C:34]([N:36]3[CH2:37][CH2:38][O:39][CH2:40][CH2:41]3)=[O:35])[C:7]=2[C:16]2[CH:17]=[C:18]3[C:23](=[CH:24][CH:25]=2)[N:22]=[C:21]([C:26]2[S:30][C:29]([CH3:31])=[N:28][C:27]=2[CH3:32])[CH:20]=[CH:19]3)[CH2:15][CH2:14][CH2:13][CH2:12][CH2:11]1, predict the reactants needed to synthesize it. The reactants are: C[O:2][C:3]([C:5]1[N:6]([CH2:33][C:34]([N:36]2[CH2:41][CH2:40][O:39][CH2:38][CH2:37]2)=[O:35])[C:7]([C:16]2[CH:17]=[C:18]3[C:23](=[CH:24][CH:25]=2)[N:22]=[C:21]([C:26]2[S:30][C:29]([CH3:31])=[N:28][C:27]=2[CH3:32])[CH:20]=[CH:19]3)=[C:8]([CH:10]2[CH2:15][CH2:14][CH2:13][CH2:12][CH2:11]2)[CH:9]=1)=[O:4].[OH-].[Na+]. (6) Given the product [CH3:34][O:33][CH2:32][C@H:31]([CH3:35])[O:30][C:15]1[CH:14]=[C:13]([C:10]2[NH:9][C:8]([C:6]3[S:45][C:1]([CH3:2])=[N:4][N:5]=3)=[CH:12][CH:11]=2)[CH:18]=[C:17]([O:19][C:20]2[CH:25]=[CH:24][C:23]([S:26]([CH3:29])(=[O:27])=[O:28])=[CH:22][CH:21]=2)[CH:16]=1, predict the reactants needed to synthesize it. The reactants are: [C:1]([NH:4][NH:5][C:6]([C:8]1[NH:9][C:10]([C:13]2[CH:18]=[C:17]([O:19][C:20]3[CH:25]=[CH:24][C:23]([S:26]([CH3:29])(=[O:28])=[O:27])=[CH:22][CH:21]=3)[CH:16]=[C:15]([O:30][C@@H:31]([CH3:35])[CH2:32][O:33][CH3:34])[CH:14]=2)=[CH:11][CH:12]=1)=O)(=O)[CH3:2].COC1C=CC(P2(=S)SP(=S)(C3C=CC(OC)=CC=3)[S:45]2)=CC=1.N1C=CC=CC=1.O. (7) Given the product [CH3:15][O:1][C:2]1[CH:11]=[CH:10][C:5]2[CH2:6][O:7][B:8]([OH:9])[C:4]=2[CH:3]=1, predict the reactants needed to synthesize it. The reactants are: [OH:1][C:2]1[CH:11]=[CH:10][C:5]2[CH2:6][O:7][B:8]([OH:9])[C:4]=2[CH:3]=1.[H-].[Na+].I[CH3:15].Cl.